From a dataset of Full USPTO retrosynthesis dataset with 1.9M reactions from patents (1976-2016). Predict the reactants needed to synthesize the given product. The reactants are: CC(C)([O-])C.[K+].[CH3:7][CH:8]1[CH2:12][CH2:11][CH2:10][O:9]1.[C:13]12[CH2:19][C:16]([CH2:17][CH2:18]1)=[CH:15][CH:14]=2.C([Li])CCC.CCCCCC.Cl[P:32]([CH:39]1[CH2:44][CH2:43][CH2:42][CH2:41][CH2:40]1)[CH:33]1[CH2:38][CH2:37][CH2:36][CH2:35][CH2:34]1. Given the product [CH3:7][CH:8]1[CH2:12][CH2:11][CH2:10][O:9]1.[CH3:17][CH2:18][CH2:13][CH2:14][CH2:15][CH3:16].[CH:13]12[CH2:19][CH:16]([CH:17]=[CH:18]1)[CH:15]=[C:14]2[P:32]([CH:39]1[CH2:40][CH2:41][CH2:42][CH2:43][CH2:44]1)[CH:33]1[CH2:38][CH2:37][CH2:36][CH2:35][CH2:34]1, predict the reactants needed to synthesize it.